Dataset: NCI-60 drug combinations with 297,098 pairs across 59 cell lines. Task: Regression. Given two drug SMILES strings and cell line genomic features, predict the synergy score measuring deviation from expected non-interaction effect. Drug 1: CC1OCC2C(O1)C(C(C(O2)OC3C4COC(=O)C4C(C5=CC6=C(C=C35)OCO6)C7=CC(=C(C(=C7)OC)O)OC)O)O. Drug 2: CS(=O)(=O)CCNCC1=CC=C(O1)C2=CC3=C(C=C2)N=CN=C3NC4=CC(=C(C=C4)OCC5=CC(=CC=C5)F)Cl. Cell line: HOP-92. Synergy scores: CSS=37.9, Synergy_ZIP=0.902, Synergy_Bliss=0.805, Synergy_Loewe=-5.96, Synergy_HSA=1.49.